Dataset: Tyrosyl-DNA phosphodiesterase HTS with 341,365 compounds. Task: Binary Classification. Given a drug SMILES string, predict its activity (active/inactive) in a high-throughput screening assay against a specified biological target. (1) The compound is S(=O)(=O)(c1cc2CCN(c2cc1)C(=O)C)CCC(=O)N(Cc1ccccc1)CC. The result is 0 (inactive). (2) The drug is Brc1ccc(C=2OC(N(N2)C(=O)C)(CC(=O)Nc2ccccc2)C)cc1. The result is 0 (inactive).